From a dataset of Reaction yield outcomes from USPTO patents with 853,638 reactions. Predict the reaction yield, written as a fraction of the theoretical maximum amount of product (1.0 means a 100% yield; for example, 0.34 means a 34% yield). The reactants are [C:1]1([C:7]2[CH:8]=[C:9]([C:16](O)=[O:17])[S:10][C:11]=2[C:12]([F:15])([F:14])[F:13])[CH:6]=[CH:5][CH:4]=[CH:3][CH:2]=1. The catalyst is C1COCC1. The product is [OH:17][CH2:16][C:9]1[S:10][C:11]([C:12]([F:15])([F:13])[F:14])=[C:7]([C:1]2[CH:6]=[CH:5][CH:4]=[CH:3][CH:2]=2)[CH:8]=1. The yield is 0.980.